Dataset: Forward reaction prediction with 1.9M reactions from USPTO patents (1976-2016). Task: Predict the product of the given reaction. (1) Given the reactants [CH3:1][P:2](=[O:7])([O:5][CH3:6])[O:3][CH3:4].[Li]CCCC.[Si:13]([O:20][CH2:21][CH:22]1[CH2:27][CH2:26][CH:25]([C:28](OCC)=[O:29])[CH2:24][CH2:23]1)([C:16]([CH3:19])([CH3:18])[CH3:17])([CH3:15])[CH3:14], predict the reaction product. The product is: [Si:13]([O:20][CH2:21][CH:22]1[CH2:23][CH2:24][CH:25]([C:28](=[O:29])[CH2:1][P:2](=[O:7])([O:5][CH3:6])[O:3][CH3:4])[CH2:26][CH2:27]1)([C:16]([CH3:19])([CH3:18])[CH3:17])([CH3:15])[CH3:14]. (2) Given the reactants O=[C:2]1[CH2:7][CH2:6][CH2:5][CH2:4][CH:3]1[C:8](OC)=[O:9].[NH2:12][C:13]1[CH:14]=[C:15]([CH:20]=[CH:21][C:22]=1[CH3:23])[C:16]([O:18][CH3:19])=[O:17].O1CCOCC1, predict the reaction product. The product is: [CH3:23][C:22]1[C:13]2[NH:12][C:2]3[CH2:7][CH2:6][CH2:5][CH2:4][C:3]=3[C:8](=[O:9])[C:14]=2[C:15]([C:16]([O:18][CH3:19])=[O:17])=[CH:20][CH:21]=1. (3) Given the reactants [Br:1][C:2]1[CH:3]=[N:4][C:5]2[N:6]([N:8]=[C:9]([C:11]([OH:13])=O)[CH:10]=2)[CH:7]=1.[CH3:14][CH:15]1[C:24]2[C:19](=[CH:20][C:21]([C:25]3[O:26][C:27]([CH3:30])=[CH:28][CH:29]=3)=[CH:22][CH:23]=2)[CH2:18][CH2:17][NH:16]1, predict the reaction product. The product is: [Br:1][C:2]1[CH:3]=[N:4][C:5]2[N:6]([N:8]=[C:9]([C:11]([N:16]3[CH2:17][CH2:18][C:19]4[C:24](=[CH:23][CH:22]=[C:21]([C:25]5[O:26][C:27]([CH3:30])=[CH:28][CH:29]=5)[CH:20]=4)[CH:15]3[CH3:14])=[O:13])[CH:10]=2)[CH:7]=1. (4) Given the reactants Cl.[CH:2]1([NH:8][OH:9])[CH2:7][CH2:6][CH2:5][CH2:4][CH2:3]1.[CH:10]1([S:15][C:16]2[CH:23]=[CH:22][C:21]([N+:24]([O-:26])=[O:25])=[CH:20][C:17]=2[CH:18]=O)[CH2:14][CH2:13][CH2:12][CH2:11]1, predict the reaction product. The product is: [CH:2]1([N+:8]([O-:9])=[CH:18][C:17]2[CH:20]=[C:21]([N+:24]([O-:26])=[O:25])[CH:22]=[CH:23][C:16]=2[S:15][CH:10]2[CH2:11][CH2:12][CH2:13][CH2:14]2)[CH2:7][CH2:6][CH2:5][CH2:4][CH2:3]1. (5) Given the reactants C[Mg]I.[CH2:4]([N:11]1[C:16](=[O:17])[C:15]([CH3:19])([CH3:18])[O:14][CH2:13][CH:12]1[CH:20]=[O:21])[C:5]1[CH:10]=[CH:9][CH:8]=[CH:7][CH:6]=1.[Cl-].[NH4+].Cl[CH2:25]Cl, predict the reaction product. The product is: [CH2:4]([N:11]1[CH:12]([CH:20]([OH:21])[CH3:25])[CH2:13][O:14][C:15]([CH3:18])([CH3:19])[C:16]1=[O:17])[C:5]1[CH:10]=[CH:9][CH:8]=[CH:7][CH:6]=1. (6) The product is: [ClH:1].[ClH:1].[CH3:9][NH:10][CH2:11][CH2:12][C:13]([O:15][CH2:16][C:17]1[CH:22]=[C:21]([F:23])[C:20]([F:24])=[CH:19][C:18]=1[C:25]1[CH:26]=[C:27]2[C:32](=[CH:33][CH:34]=1)[N:31]=[C:30]([NH2:35])[N:29]=[C:28]2[C:36]([N:38]1[CH2:39][C:40]2[C:45](=[CH:44][CH:43]=[CH:42][CH:41]=2)[CH2:46]1)=[O:37])=[O:14]. Given the reactants [ClH:1].C(OC([CH2:9][NH:10][CH2:11][CH2:12][C:13]([O:15][CH2:16][C:17]1[CH:22]=[C:21]([F:23])[C:20]([F:24])=[CH:19][C:18]=1[C:25]1[CH:26]=[C:27]2[C:32](=[CH:33][CH:34]=1)[N:31]=[C:30]([NH2:35])[N:29]=[C:28]2[C:36]([N:38]1[CH2:46][C:45]2[C:40](=[CH:41][CH:42]=[CH:43][CH:44]=2)[CH2:39]1)=[O:37])=[O:14])=O)(C)(C)C, predict the reaction product. (7) Given the reactants [C:1]([C:5]1[CH:10]=[CH:9][CH:8]=[CH:7][C:6]=1[O:11][CH3:12])([CH3:4])([CH3:3])[CH3:2].[Br-:13].[Br-].[Br-].[NH+]1C=CC=CC=1.[NH+]1C=CC=CC=1.[NH+]1C=CC=CC=1, predict the reaction product. The product is: [C:1]([C:5]1[CH:10]=[C:9]([Br:13])[CH:8]=[CH:7][C:6]=1[O:11][CH3:12])([CH3:4])([CH3:2])[CH3:3].